Dataset: Full USPTO retrosynthesis dataset with 1.9M reactions from patents (1976-2016). Task: Predict the reactants needed to synthesize the given product. (1) Given the product [N:1]1[C:9]([NH:10][C@H:11]([C:13]2[N:14]([C:26]3[CH:31]=[CH:30][CH:29]=[CH:28][CH:27]=3)[C:15](=[O:25])[C:16]3[C:21]([CH:22]=2)=[CH:20][CH:19]=[CH:18][C:17]=3[CH2:23][CH3:24])[CH3:12])=[C:8]2[C:4]([NH:5][CH:6]=[N:7]2)=[N:3][CH:2]=1, predict the reactants needed to synthesize it. The reactants are: [N:1]1[C:9]([NH:10][C@H:11]([C:13]2[N:14]([C:26]3[CH:31]=[CH:30][CH:29]=[CH:28][CH:27]=3)[C:15](=[O:25])[C:16]3[C:21]([CH:22]=2)=[CH:20][CH:19]=[CH:18][C:17]=3[CH:23]=[CH2:24])[CH3:12])=[C:8]2[C:4]([NH:5][CH:6]=[N:7]2)=[N:3][CH:2]=1. (2) Given the product [CH:1]1([CH2:4][O:5][C:6]2[CH:7]=[C:8]([CH2:9][OH:10])[CH:12]=[CH:13][C:14]=2[O:15][CH:16]([F:18])[F:17])[CH2:3][CH2:2]1, predict the reactants needed to synthesize it. The reactants are: [CH:1]1([CH2:4][O:5][C:6]2[CH:7]=[C:8]([CH:12]=[CH:13][C:14]=2[O:15][CH:16]([F:18])[F:17])[C:9](O)=[O:10])[CH2:3][CH2:2]1.